From a dataset of Full USPTO retrosynthesis dataset with 1.9M reactions from patents (1976-2016). Predict the reactants needed to synthesize the given product. (1) Given the product [C:2]1([C:8]#[C:9][C:10]2[CH:29]=[CH:28][C:13]3[N:14]=[C:15]([C:20]4[CH:21]=[C:22]([CH:25]=[CH:26][CH:27]=4)[C:23]#[N:24])[CH2:16][C:17](=[O:19])[NH:18][C:12]=3[CH:11]=2)[CH2:7][CH2:6][CH2:5][CH2:4][CH:3]=1, predict the reactants needed to synthesize it. The reactants are: O[C:2]1([C:8]#[C:9][C:10]2[CH:29]=[CH:28][C:13]3[N:14]=[C:15]([C:20]4[CH:21]=[C:22]([CH:25]=[CH:26][CH:27]=4)[C:23]#[N:24])[CH2:16][C:17](=[O:19])[NH:18][C:12]=3[CH:11]=2)[CH2:7][CH2:6][CH2:5][CH2:4][CH2:3]1.C(O)(C(F)(F)F)=O. (2) Given the product [CH3:1][C:2]([S:30]([CH3:33])(=[O:31])=[O:32])([CH2:13][CH3:14])[C:3]([NH2:5])=[O:4], predict the reactants needed to synthesize it. The reactants are: [CH3:1][C:2]([S:30]([CH3:33])(=[O:32])=[O:31])([CH2:13][CH2:14]C1C=CC(B2OC(C)(C)C(C)(C)O2)=CC=1)[C:3]([NH:5]OC1CCCCO1)=[O:4].BrC1C=CC(C2ON=C(CO)C=2)=CC=1.[F-].[Cs+].O. (3) Given the product [F:8][C:6]1[CH:5]=[C:4]([CH2:9][C:10]([NH:12][C@H:13]([C:15]([NH:18][C@H:19]2[CH2:25][CH2:24][C:23]3[CH:26]=[CH:27][CH:28]=[CH:29][C:22]=3[N:21]([CH3:30])[C:20]2=[O:31])=[O:17])[CH3:14])=[O:11])[CH:3]=[C:2]([F:1])[CH:7]=1, predict the reactants needed to synthesize it. The reactants are: [F:1][C:2]1[CH:3]=[C:4]([CH2:9][C:10]([NH:12][C@H:13]([C:15]([OH:17])=O)[CH3:14])=[O:11])[CH:5]=[C:6]([F:8])[CH:7]=1.[NH2:18][C@H:19]1[CH2:25][CH2:24][C:23]2[CH:26]=[CH:27][CH:28]=[CH:29][C:22]=2[N:21]([CH3:30])[C:20]1=[O:31]. (4) The reactants are: [Br:1][C:2]1[CH:3]=[C:4]([CH:8]=[C:9]([Br:21])[C:10]=1[O:11][C:12]1[CH:17]=[CH:16][C:15]([N+:18]([O-:20])=[O:19])=[CH:14][CH:13]=1)[C:5]([OH:7])=[O:6].[C:22]1(C)C(S(O)(=O)=O)=CC=CC=1. Given the product [CH3:22][O:6][C:5](=[O:7])[C:4]1[CH:3]=[C:2]([Br:1])[C:10]([O:11][C:12]2[CH:13]=[CH:14][C:15]([N+:18]([O-:20])=[O:19])=[CH:16][CH:17]=2)=[C:9]([Br:21])[CH:8]=1, predict the reactants needed to synthesize it. (5) Given the product [Si:14]([O:1][CH2:2][C:3]([CH3:9])([CH3:8])[C:4]([O:6][CH3:7])=[O:5])([C:11]([CH3:13])([CH3:12])[CH3:10])([CH3:16])[CH3:15], predict the reactants needed to synthesize it. The reactants are: [OH:1][CH2:2][C:3]([CH3:9])([CH3:8])[C:4]([O:6][CH3:7])=[O:5].[CH3:10][C:11]([Si:14](Cl)([CH3:16])[CH3:15])([CH3:13])[CH3:12].N1C=CN=C1.CN(C=O)C. (6) Given the product [CH2:61]([S:62]([NH:65][C:52](=[O:53])[CH2:51][CH:48]1[CH2:49][CH2:50][N:46]([C:35]2[C:34]([C:32]#[N:33])=[CH:39][C:38]([C:40]([O:42][CH2:43][CH3:44])=[O:41])=[C:37]([CH3:45])[N:36]=2)[CH2:47]1)(=[O:64])=[O:63])[C:55]1[CH:60]=[CH:59][CH:58]=[CH:57][CH:56]=1, predict the reactants needed to synthesize it. The reactants are: CCN(C(C)C)C(C)C.CN(C(ON1N=NC2C=CC=CC1=2)=[N+](C)C)C.[B-](F)(F)(F)F.[C:32]([C:34]1[C:35]([N:46]2[CH2:50][CH2:49][CH:48]([CH2:51][C:52](O)=[O:53])[CH2:47]2)=[N:36][C:37]([CH3:45])=[C:38]([C:40]([O:42][CH2:43][CH3:44])=[O:41])[CH:39]=1)#[N:33].[C:55]1([CH2:61][S:62]([NH2:65])(=[O:64])=[O:63])[CH:60]=[CH:59][CH:58]=[CH:57][CH:56]=1.OS([O-])(=O)=O.[K+]. (7) Given the product [Cl:21][C:9]1[N:8]([C:5]2[CH:6]=[CH:7][C:2]([NH:1][C:24](=[O:25])[CH3:23])=[CH:3][CH:4]=2)[C:16]2[C:15]([OH:17])=[C:14]([C:18]#[N:19])[C:13](=[O:20])[NH:12][C:11]=2[CH:10]=1, predict the reactants needed to synthesize it. The reactants are: [NH2:1][C:2]1[CH:7]=[CH:6][C:5]([N:8]2[C:16]3[C:15]([OH:17])=[C:14]([C:18]#[N:19])[C:13](=[O:20])[NH:12][C:11]=3[CH:10]=[C:9]2[Cl:21])=[CH:4][CH:3]=1.C1C[O:25][CH2:24][CH2:23]1.C(Cl)(=O)C.